Regression/Classification. Given a drug SMILES string, predict its absorption, distribution, metabolism, or excretion properties. Task type varies by dataset: regression for continuous measurements (e.g., permeability, clearance, half-life) or binary classification for categorical outcomes (e.g., BBB penetration, CYP inhibition). For this dataset (lipophilicity_astrazeneca), we predict Y. From a dataset of Experimental lipophilicity measurements (octanol/water distribution) for 4,200 compounds from AstraZeneca. The drug is CCN(C)C(=O)c1ccc([C@H](c2cccc(NC(=O)C3CCC3)c2)N2CCN(Cc3cccnc3)CC2)cc1. The Y is 3.27 logD.